This data is from Catalyst prediction with 721,799 reactions and 888 catalyst types from USPTO. The task is: Predict which catalyst facilitates the given reaction. (1) Reactant: C(OC(=O)[NH:7][C:8]1[CH:13]=[C:12]([O:14][CH2:15][CH3:16])[C:11]([C:17]([F:20])([F:19])[F:18])=[CH:10][C:9]=1[NH:21][C:22](=[O:44])[CH2:23][C:24]([C:26]1[CH:31]=[CH:30][CH:29]=[C:28]([C:32]2[CH:37]=[CH:36][N:35]=[C:34]([N:38]3[CH2:43][CH2:42][O:41][CH2:40][CH2:39]3)[CH:33]=2)[CH:27]=1)=O)(C)(C)C.C(O)(C(F)(F)F)=O. Product: [CH2:15]([O:14][C:12]1[C:11]([C:17]([F:20])([F:18])[F:19])=[CH:10][C:9]2[NH:21][C:22](=[O:44])[CH2:23][C:24]([C:26]3[CH:31]=[CH:30][CH:29]=[C:28]([C:32]4[CH:37]=[CH:36][N:35]=[C:34]([N:38]5[CH2:43][CH2:42][O:41][CH2:40][CH2:39]5)[CH:33]=4)[CH:27]=3)=[N:7][C:8]=2[CH:13]=1)[CH3:16]. The catalyst class is: 2. (2) Product: [Cl:1][C:2]1[CH:7]=[C:6]2[NH:8][C:9](=[O:40])[C:10]3([CH:15]([C:16]4[CH:21]=[CH:20][CH:19]=[C:18]([Cl:22])[CH:17]=4)[CH2:14][C:13](=[S:58])[N:12]([CH2:24][C:25]([O:27][C:28]([CH3:31])([CH3:30])[CH3:29])=[O:26])[CH:11]3[C:32]3[CH:37]=[C:36]([F:38])[CH:35]=[CH:34][C:33]=3[CH3:39])[C:5]2=[CH:4][CH:3]=1.[CH3:41][O:42][CH:43]([Si:45]([CH3:48])([CH3:47])[CH3:46])[CH3:44]. Reactant: [Cl:1][C:2]1[CH:7]=[C:6]2[NH:8][C:9](=[O:40])[C:10]3([CH:15]([C:16]4[CH:21]=[CH:20][CH:19]=[C:18]([Cl:22])[CH:17]=4)[CH2:14][C:13](=O)[N:12]([CH2:24][C:25]([O:27][C:28]([CH3:31])([CH3:30])[CH3:29])=[O:26])[CH:11]3[C:32]3[CH:37]=[C:36]([F:38])[CH:35]=[CH:34][C:33]=3[CH3:39])[C:5]2=[CH:4][CH:3]=1.[CH3:41][O:42][CH:43]([Si:45]([CH3:48])([CH3:47])[CH3:46])[CH3:44].COC1C=CC(P2(=S)SP(=S)(C3C=CC(OC)=CC=3)[S:58]2)=CC=1. The catalyst class is: 11. (3) Reactant: [CH3:1][O:2][C:3]1[CH:4]=[C:5]([CH:21]=[CH:22][C:23]=1[O:24][CH2:25][C:26]1[C:27]([CH3:37])=[N:28][N:29]([C:31]2[CH:36]=[CH:35][CH:34]=[CH:33][N:32]=2)[CH:30]=1)[CH2:6][O:7][C:8]1[C:12]([CH:13]=O)=[CH:11][N:10]([C:15]2[CH:20]=[CH:19][CH:18]=[CH:17][CH:16]=2)[N:9]=1.[CH2:38]([P:47](=[O:54])([O:51][CH2:52][CH3:53])[O:48][CH2:49][CH3:50])P(=O)(OCC)OCC.CN(C)C=O.[H-].[Na+]. Product: [CH3:1][O:2][C:3]1[CH:4]=[C:5]([CH:21]=[CH:22][C:23]=1[O:24][CH2:25][C:26]1[C:27]([CH3:37])=[N:28][N:29]([C:31]2[CH:36]=[CH:35][CH:34]=[CH:33][N:32]=2)[CH:30]=1)[CH2:6][O:7][C:8]1[C:12](/[CH:13]=[CH:38]/[P:47](=[O:54])([O:48][CH2:49][CH3:50])[O:51][CH2:52][CH3:53])=[CH:11][N:10]([C:15]2[CH:16]=[CH:17][CH:18]=[CH:19][CH:20]=2)[N:9]=1. The catalyst class is: 6. (4) Reactant: [Cl:1][C:2]1[CH:3]=[C:4]([C:13]2[C:17]([CH2:18][N:19]([CH3:31])[CH2:20][CH2:21][N:22](C)[C:23](=O)OC(C)(C)C)=[CH:16][N:15](C3CCCCO3)[N:14]=2)[CH:5]=[C:6]([Cl:12])[C:7]=1[O:8][CH:9]([CH3:11])[CH3:10].O.[C:39]([OH:45])([C:41]([F:44])([F:43])[F:42])=[O:40].CC#N. Product: [F:42][C:41]([F:44])([F:43])[C:39]([OH:45])=[O:40].[F:42][C:41]([F:44])([F:43])[C:39]([OH:45])=[O:40].[Cl:1][C:2]1[CH:3]=[C:4]([C:13]2[C:17]([CH2:18][N:19]([CH3:31])[CH2:20][CH2:21][NH:22][CH3:23])=[CH:16][NH:15][N:14]=2)[CH:5]=[C:6]([Cl:12])[C:7]=1[O:8][CH:9]([CH3:11])[CH3:10]. The catalyst class is: 33. (5) Reactant: [CH3:1][S:2]([N:5]1[CH2:10][CH2:9][N:8]([C:11]2[N:16]=[CH:15][C:14]([O:17][CH2:18][C:19]([F:22])([F:21])[F:20])=[CH:13][N:12]=2)[CH2:7][CH2:6]1)(=[O:4])=[O:3].[Li+].C[Si]([N-][Si](C)(C)C)(C)C.[N:33]1[CH:38]=[CH:37][CH:36]=[N:35][C:34]=1[CH2:39][CH2:40][CH2:41][C:42](OCC)=[O:43]. Product: [N:33]1[CH:38]=[CH:37][CH:36]=[N:35][C:34]=1[CH2:39][CH2:40][CH2:41][C:42](=[O:43])[CH2:1][S:2]([N:5]1[CH2:6][CH2:7][N:8]([C:11]2[N:12]=[CH:13][C:14]([O:17][CH2:18][C:19]([F:22])([F:20])[F:21])=[CH:15][N:16]=2)[CH2:9][CH2:10]1)(=[O:4])=[O:3]. The catalyst class is: 1. (6) Reactant: [Cl:1][C:2]1[C:11]([C:12]2[CH:17]=[CH:16][CH:15]=[CH:14][C:13]=2[CH2:18][O:19][CH2:20][CH2:21][CH:22]2[CH2:27][CH2:26][N:25]([CH2:28][C:29]([F:32])([F:31])[F:30])[CH2:24][CH2:23]2)=[CH:10][C:9]([O:33]COCCOC)=[C:8]2[C:3]=1[C:4](=[O:46])[N:5](COCCOC)[CH:6]=[N:7]2.[F:47][C:48]([F:53])([F:52])[C:49]([OH:51])=[O:50]. Product: [F:47][C:48]([F:53])([F:52])[C:49]([OH:51])=[O:50].[Cl:1][C:2]1[C:11]([C:12]2[CH:17]=[CH:16][CH:15]=[CH:14][C:13]=2[CH2:18][O:19][CH2:20][CH2:21][CH:22]2[CH2:23][CH2:24][N:25]([CH2:28][C:29]([F:32])([F:31])[F:30])[CH2:26][CH2:27]2)=[CH:10][C:9]([OH:33])=[C:8]2[C:3]=1[C:4](=[O:46])[NH:5][CH:6]=[N:7]2. The catalyst class is: 6. (7) Reactant: [F:1][C:2]([F:31])([F:30])[C:3]1[CH:4]=[C:5]([CH:23]=[C:24]([C:26]([F:29])([F:28])[F:27])[CH:25]=1)[CH2:6][O:7][CH2:8][C:9]1([C:17]2[CH:22]=[CH:21][CH:20]=[CH:19][CH:18]=2)[CH2:15][CH2:14][CH2:13][NH:12][C:11](=O)[CH2:10]1. Product: [F:30][C:2]([F:1])([F:31])[C:3]1[CH:4]=[C:5]([CH:23]=[C:24]([C:26]([F:29])([F:28])[F:27])[CH:25]=1)[CH2:6][O:7][CH2:8][C:9]1([C:17]2[CH:22]=[CH:21][CH:20]=[CH:19][CH:18]=2)[CH2:15][CH2:14][CH2:13][NH:12][CH2:11][CH2:10]1. The catalyst class is: 27. (8) Reactant: [CH:1](/[B:4]([OH:6])[OH:5])=[CH:2]\[CH3:3].O[C:8]([C:11](O)([CH3:13])[CH3:12])([CH3:10])[CH3:9].S([O-])([O-])(=O)=O.[Mg+2]. Product: [CH3:9][C:8]1([CH3:10])[C:11]([CH3:13])([CH3:12])[O:6][B:4](/[CH:1]=[CH:2]/[CH3:3])[O:5]1. The catalyst class is: 27. (9) Reactant: Cl[C:2]1[CH:7]=[CH:6][C:5]([Cl:8])=[CH:4][N:3]=1.[C:9]([N:12]1[C:21]2[C:16](=[CH:17][C:18]([C:22]3[CH:27]=[CH:26][C:25]([CH2:28][N:29]4[CH2:34][CH2:33][CH2:32][CH2:31][CH2:30]4)=[CH:24][CH:23]=3)=[CH:19][CH:20]=2)[C@H:15]([NH2:35])[CH2:14][C@@H:13]1[CH3:36])(=[O:11])[CH3:10].C1C=CC(P(C2C(C3C(P(C4C=CC=CC=4)C4C=CC=CC=4)=CC=C4C=3C=CC=C4)=C3C(C=CC=C3)=CC=2)C2C=CC=CC=2)=CC=1.CC(C)([O-:86])C.[Na+]. The catalyst class is: 187. Product: [CH:9]([OH:11])=[O:86].[C:9]([N:12]1[C:21]2[C:16](=[CH:17][C:18]([C:22]3[CH:27]=[CH:26][C:25]([CH2:28][N:29]4[CH2:34][CH2:33][CH2:32][CH2:31][CH2:30]4)=[CH:24][CH:23]=3)=[CH:19][CH:20]=2)[C@H:15]([NH:35][C:2]2[CH:7]=[CH:6][C:5]([Cl:8])=[CH:4][N:3]=2)[CH2:14][C@@H:13]1[CH3:36])(=[O:11])[CH3:10].